From a dataset of Peptide-MHC class I binding affinity with 185,985 pairs from IEDB/IMGT. Regression. Given a peptide amino acid sequence and an MHC pseudo amino acid sequence, predict their binding affinity value. This is MHC class I binding data. The peptide sequence is SGFWKALTF. The MHC is Mamu-B3901 with pseudo-sequence Mamu-B3901. The binding affinity (normalized) is 1.00.